Dataset: Full USPTO retrosynthesis dataset with 1.9M reactions from patents (1976-2016). Task: Predict the reactants needed to synthesize the given product. Given the product [N+:23]([C:20]1[CH:21]=[CH:12][C:13]([CH:14]=[CH2:15])=[N:18][CH:19]=1)([O-:25])=[O:24], predict the reactants needed to synthesize it. The reactants are: [CH2:12]([Sn]([CH2:12][CH2:13][CH2:14][CH3:15])([CH2:12][CH2:13][CH2:14][CH3:15])C=C)[CH2:13][CH2:14][CH3:15].ClC1C=[CH:21][C:20]([N+:23]([O-:25])=[O:24])=[CH:19][N:18]=1.C(OCC)(=O)C.[F-].[Na+].